Dataset: Forward reaction prediction with 1.9M reactions from USPTO patents (1976-2016). Task: Predict the product of the given reaction. (1) Given the reactants [CH3:1][Li].C[Si](Cl)(C)C.[CH3:8][O:9][C:10]1[CH:15]=[CH:14][C:13]([C@@H:16]2[N:20]3[C:21](=[O:24])[CH:22]=[CH:23][C@H:19]3[CH2:18][O:17]2)=[CH:12][CH:11]=1.[NH4+].[Cl-].[OH-].[NH4+], predict the reaction product. The product is: [CH3:8][O:9][C:10]1[CH:11]=[CH:12][C:13]([C@@H:16]2[N:20]3[C:21](=[O:24])[CH2:22][C@H:23]([CH3:1])[C@H:19]3[CH2:18][O:17]2)=[CH:14][CH:15]=1. (2) The product is: [CH3:3][C:2]1[N:35]=[N:4][C:5]([N:8]2[CH2:12][CH2:11][C@H:10]([C:13]([NH:15][C:16]3[CH:17]=[CH:18][C:19]([CH:22]4[CH2:23][CH2:24][N:25]([C:28]([O:30][C:31]([CH3:34])([CH3:33])[CH3:32])=[O:29])[CH2:26][CH2:27]4)=[CH:20][CH:21]=3)=[O:14])[CH2:9]2)=[CH:6][CH:7]=1. Given the reactants Br[C:2]1[CH:3]=[N:4][CH:5]=[CH:6][CH:7]=1.[NH:8]1[CH2:12][CH2:11][C@H:10]([C:13]([NH:15][C:16]2[CH:21]=[CH:20][C:19]([CH:22]3[CH2:27][CH2:26][N:25]([C:28]([O:30][C:31]([CH3:34])([CH3:33])[CH3:32])=[O:29])[CH2:24][CH2:23]3)=[CH:18][CH:17]=2)=[O:14])[CH2:9]1.[NH:35]1CC(C(NC2C=CC(OC3CCN(C(OC(C)(C)C)=O)CC3)=CC=2)=O)C1, predict the reaction product.